Dataset: Reaction yield outcomes from USPTO patents with 853,638 reactions. Task: Predict the reaction yield, written as a fraction of the theoretical maximum amount of product (1.0 means a 100% yield; for example, 0.34 means a 34% yield). (1) The reactants are [NH:1]1[CH2:5][CH2:4][CH2:3][CH2:2]1.[CH3:6][C:7]1([CH3:32])[CH:11](O)[C:10]2[C:13]([CH3:31])=[C:14]([N:19]3[CH:24]=[CH:23][N:22]([C:25]4[CH:30]=[CH:29][CH:28]=[CH:27][CH:26]=4)[CH:21]=[CH:20]3)[C:15]([CH3:18])=[C:16]([CH3:17])[C:9]=2[O:8]1.[ClH:33]. The catalyst is C(OCC)(=O)C. The product is [ClH:33].[CH3:6][C:7]1([CH3:32])[CH:11]([N:1]2[CH2:5][CH2:4][CH2:3][CH2:2]2)[C:10]2[C:13]([CH3:31])=[C:14]([N:19]3[CH2:24][CH2:23][N:22]([C:25]4[CH:30]=[CH:29][CH:28]=[CH:27][CH:26]=4)[CH2:21][CH2:20]3)[C:15]([CH3:18])=[C:16]([CH3:17])[C:9]=2[O:8]1. The yield is 0.800. (2) The reactants are [Cl:1][C:2]1[CH:7]=[CH:6][CH:5]=[CH:4][C:3]=1/[CH:8]=[CH:9]/[CH3:10].CC[C@H]1[C@H]2C[C@H]([C@H](OC3C4C(=CC=CC=4)C(O[C@H](C4C=CN=C5C=4C=C(OC)C=C5)[C@@H]4N5C[C@H](CC)[C@@H](CC5)C4)=NN=3)C3C=CN=C4C=3C=C([O:32]C)C=C4)N(CC2)C1.CC(O)(C)C.[OH2:74]. No catalyst specified. The product is [Cl:1][C:2]1[CH:7]=[CH:6][CH:5]=[CH:4][C:3]=1[C@H:8]([OH:32])[C@@H:9]([OH:74])[CH3:10]. The yield is 0.900. (3) The reactants are [C:1]([O:5][C:6]([NH:8][C@@H:9]1[CH2:13][CH2:12][C@@H:11]([C:14]([OH:16])=O)[CH2:10]1)=[O:7])([CH3:4])([CH3:3])[CH3:2].[NH:17]([C:19]1[N:20]=[C:21]2[CH:27]=[CH:26][N:25]([S:28]([C:31]3[CH:37]=[CH:36][C:34]([CH3:35])=[CH:33][CH:32]=3)(=[O:30])=[O:29])[C:22]2=[N:23][CH:24]=1)[NH2:18].CN(C(ON1N=NC2C=CC=NC1=2)=[N+](C)C)C.F[P-](F)(F)(F)(F)F. The catalyst is C(Cl)Cl. The product is [S:28]([N:25]1[C:22]2=[N:23][CH:24]=[C:19]([NH:17][NH:18][C:14]([C@@H:11]3[CH2:12][CH2:13][C@@H:9]([NH:8][C:6](=[O:7])[O:5][C:1]([CH3:2])([CH3:3])[CH3:4])[CH2:10]3)=[O:16])[N:20]=[C:21]2[CH:27]=[CH:26]1)([C:31]1[CH:32]=[CH:33][C:34]([CH3:35])=[CH:36][CH:37]=1)(=[O:29])=[O:30]. The yield is 1.00. (4) The reactants are [F:1][C:2]1[CH:7]=[CH:6][C:5]([OH:8])=[C:4]([CH3:9])[C:3]=1[NH:10][CH2:11][C:12]1[CH:17]=[C:16]([C:18]2[CH:23]=[CH:22][CH:21]=[C:20]([F:24])[CH:19]=2)[CH:15]=[CH:14][C:13]=1[F:25].C([O-])([O-])=O.[Cs+].[Cs+].Br[CH2:33][C:34]([O:36][CH2:37][CH3:38])=[O:35].O. The catalyst is CN(C=O)C. The product is [F:1][C:2]1[CH:7]=[CH:6][C:5]([O:8][CH2:33][C:34]([O:36][CH2:37][CH3:38])=[O:35])=[C:4]([CH3:9])[C:3]=1[NH:10][CH2:11][C:12]1[CH:17]=[C:16]([C:18]2[CH:23]=[CH:22][CH:21]=[C:20]([F:24])[CH:19]=2)[CH:15]=[CH:14][C:13]=1[F:25]. The yield is 0.800. (5) The reactants are Cl.[Br:2][C:3]1[CH:8]=[C:7]([CH2:9][NH2:10])[CH:6]=[CH:5][N:4]=1.[Cl:11][C:12]1[C:17]([Cl:18])=[CH:16][CH:15]=[CH:14][C:13]=1[N:19]=[C:20]=[S:21]. No catalyst specified. The product is [Br:2][C:3]1[CH:8]=[C:7]([CH2:9][NH:10][C:20]([NH:19][C:13]2[CH:14]=[CH:15][CH:16]=[C:17]([Cl:18])[C:12]=2[Cl:11])=[S:21])[CH:6]=[CH:5][N:4]=1. The yield is 0.840. (6) The reactants are C(O[C:4](=[O:21])[C:5](=[C:11]([S:19][CH3:20])[NH:12][C:13]1[CH:18]=[CH:17][CH:16]=[CH:15][CH:14]=1)[C:6]([O:8][CH2:9][CH3:10])=[O:7])C. The catalyst is ClC1C=CC=CC=1Cl. The product is [CH2:9]([O:8][C:6]([C:5]1[C:11]([S:19][CH3:20])=[N:12][C:13]2[C:14]([C:4]=1[OH:21])=[CH:15][CH:16]=[CH:17][CH:18]=2)=[O:7])[CH3:10]. The yield is 0.350. (7) The reactants are [Si]([O:8][C:9]1[CH:14]=[CH:13][C:12]([NH:15][C:16]2[NH:20][N:19]=[CH:18][CH:17]=2)=[CH:11][CH:10]=1)(C(C)(C)C)(C)C.N12CCCN=C1CCCCC2.[C:32]([C:34]1[CH:39]=[CH:38][CH:37]=[CH:36][C:35]=1[C:40]1[CH:45]=[CH:44][C:43]([CH2:46][CH:47]([C:53](=O)[CH2:54][CH2:55][CH3:56])[C:48](OCC)=[O:49])=[CH:42][CH:41]=1)#[N:33].[F-].C([N+](CCCC)(CCCC)CCCC)CCC.[Cl-].[NH4+]. The catalyst is CCN(C1C=CC=CC=1)CC.C(OCC)(=O)C.O1CCCC1. The product is [OH:8][C:9]1[CH:10]=[CH:11][C:12]([N:15]2[C:48](=[O:49])[C:47]([CH2:46][C:43]3[CH:44]=[CH:45][C:40]([C:35]4[C:34]([C:32]#[N:33])=[CH:39][CH:38]=[CH:37][CH:36]=4)=[CH:41][CH:42]=3)=[C:53]([CH2:54][CH2:55][CH3:56])[N:20]3[N:19]=[CH:18][CH:17]=[C:16]23)=[CH:13][CH:14]=1. The yield is 0.790.